Dataset: Full USPTO retrosynthesis dataset with 1.9M reactions from patents (1976-2016). Task: Predict the reactants needed to synthesize the given product. (1) Given the product [CH3:12][O:13][C:14](=[O:28])[C@H:15]([NH:27][C:1]([N:29]1[CH2:30][CH2:31][CH:32]([N:35]2[CH2:44][C:43]3[C:38](=[CH:39][CH:40]=[CH:41][CH:42]=3)[NH:37][C:36]2=[O:45])[CH2:33][CH2:34]1)=[O:2])[CH2:16][C:17]1[CH:18]=[C:19]2[C:23](=[CH:24][CH:25]=1)[NH:22][C:21](=[O:26])[CH2:20]2, predict the reactants needed to synthesize it. The reactants are: [C:1](Cl)(Cl)=[O:2].C1(C)C=CC=CC=1.[CH3:12][O:13][C:14](=[O:28])[C@H:15]([NH2:27])[CH2:16][C:17]1[CH:18]=[C:19]2[C:23](=[CH:24][CH:25]=1)[NH:22][C:21](=[O:26])[CH2:20]2.[NH:29]1[CH2:34][CH2:33][CH:32]([N:35]2[CH2:44][C:43]3[C:38](=[CH:39][CH:40]=[CH:41][CH:42]=3)[NH:37][C:36]2=[O:45])[CH2:31][CH2:30]1. (2) Given the product [Cl:26][C:23]1[CH:24]=[CH:25][C:20]([C:18]([NH:17][CH:13]([CH2:12][C:7]2[C:5]3[C:4](=[CH:3][CH:2]=[CH:1][CH:6]=3)[NH:11][C:9](=[O:10])[CH:8]=2)[C:14]([O:16][CH2:34][CH2:33][C:32]2[S:31][CH:30]=[N:29][C:28]=2[CH3:27])=[O:15])=[O:19])=[CH:21][CH:22]=1, predict the reactants needed to synthesize it. The reactants are: [CH:1]1[CH:2]=[CH:3][C:4]2[NH:11][C:9](=[O:10])[CH:8]=[C:7]([CH2:12][CH:13]([NH:17][C:18]([C:20]3[CH:21]=[CH:22][C:23]([Cl:26])=[CH:24][CH:25]=3)=[O:19])[C:14]([OH:16])=[O:15])[C:5]=2[CH:6]=1.[CH3:27][C:28]1[N:29]=[CH:30][S:31][C:32]=1[CH2:33][CH2:34]O. (3) Given the product [Cl:28][CH2:29][C@H:30]([C:32]1[CH:41]=[C:40]([Cl:42])[C:35]2[N:36]=[C:37]([CH3:39])[O:38][C:34]=2[CH:33]=1)[OH:31], predict the reactants needed to synthesize it. The reactants are: B1(C)OC(C2C=CC=CC=2)(C2C=CC=CC=2)[C@H]2N1CCC2.B.C1COCC1.[Cl:28][CH2:29][C:30]([C:32]1[CH:41]=[C:40]([Cl:42])[C:35]2[N:36]=[C:37]([CH3:39])[O:38][C:34]=2[CH:33]=1)=[O:31]. (4) The reactants are: [NH2:1][C:2]1[N:7]=[C:6](Cl)[C:5]([NH:9][CH:10]=[O:11])=[C:4]([Cl:12])[N:3]=1.[NH3:13]. Given the product [NH2:1][C:2]1[N:7]=[C:6]([NH2:13])[C:5]([NH:9][CH:10]=[O:11])=[C:4]([Cl:12])[N:3]=1, predict the reactants needed to synthesize it. (5) Given the product [CH3:1][S:2]([O:6][CH2:7][CH2:8][CH2:9][O:10][C:11]1[CH:16]=[CH:15][C:14]([C:17]2[CH:33]=[C:21]([C:23]#[N:24])[C:20]3[N:25]=[N:26][N:27]([CH3:28])[C:19]=3[CH:18]=2)=[CH:13][C:12]=1[C:29]([F:30])([F:32])[F:31])(=[O:4])=[O:3], predict the reactants needed to synthesize it. The reactants are: [CH3:1][S:2](Cl)(=[O:4])=[O:3].[OH:6][CH2:7][CH2:8][CH2:9][O:10][C:11]1[CH:16]=[CH:15][C:14]([C:17]2N=[C:21]([C:23]#[N:24])[C:20]3[N:25]=[N:26][N:27]([CH3:28])[C:19]=3[CH:18]=2)=[CH:13][C:12]=1[C:29]([F:32])([F:31])[F:30].[CH:33](N(C(C)C)CC)(C)C. (6) Given the product [Br:12][C:9]1[CH:10]=[CH:11][C:6]([C:4](=[O:5])[CH2:3][N:15]2[CH:16]=[C:17]([CH3:19])[N:18]=[C:14]2[CH3:13])=[N:7][CH:8]=1, predict the reactants needed to synthesize it. The reactants are: Br.Br[CH2:3][C:4]([C:6]1[CH:11]=[CH:10][C:9]([Br:12])=[CH:8][N:7]=1)=[O:5].[CH3:13][C:14]1[NH:15][CH:16]=[C:17]([CH3:19])[N:18]=1.BrC1C=CC(C(=O)CN2C=CN=C2CCC)=NC=1. (7) The reactants are: [Br:1][C:2]1[N:7]2[N:8]=[C:9]([NH2:11])[N:10]=[C:6]2[CH:5]=[CH:4][CH:3]=1.Cl.[C:13](Cl)(=[O:20])[C:14]1[CH:19]=[CH:18][CH:17]=[N:16][CH:15]=1. Given the product [Br:1][C:2]1[N:7]2[N:8]=[C:9]([NH:11][C:13](=[O:20])[C:14]3[CH:19]=[CH:18][CH:17]=[N:16][CH:15]=3)[N:10]=[C:6]2[CH:5]=[CH:4][CH:3]=1, predict the reactants needed to synthesize it. (8) Given the product [OH:24][CH2:31][C@@H:32]1[CH2:33][C@@H:34]([O:21][S:20]([C:17]2[CH:16]=[CH:15][C:14]([CH3:13])=[CH:19][CH:18]=2)(=[O:23])=[O:22])[CH2:35][N:30]1[C:25]([O:28][C:1]([CH3:11])([CH3:6])[CH3:2])=[O:26], predict the reactants needed to synthesize it. The reactants are: [C:1]1([CH3:11])[CH:6]=CC(S(Cl)(=O)=O)=C[CH:2]=1.Cl.[CH3:13][C:14]1[CH:15]=[CH:16][C:17]([S:20]([OH:23])(=[O:22])=[O:21])=[CH:18][CH:19]=1.[OH2:24].[C:25]([O-:28])(O)=[O:26].[Na+].[N:30]1[CH:35]=[CH:34][CH:33]=[CH:32][CH:31]=1.